From a dataset of Reaction yield outcomes from USPTO patents with 853,638 reactions. Predict the reaction yield, written as a fraction of the theoretical maximum amount of product (1.0 means a 100% yield; for example, 0.34 means a 34% yield). (1) The reactants are [CH2:1]([O:8][C:9]1[CH:14]=[C:13]([N+:15]([O-])=O)[C:12]([C:18]([F:21])([F:20])[F:19])=[CH:11][C:10]=1[CH:22]1[CH2:26][CH2:25][CH2:24][CH2:23]1)[C:2]1[CH:7]=[CH:6][CH:5]=[CH:4][CH:3]=1.Cl. The catalyst is C(O)C.[Fe]. The product is [CH2:1]([O:8][C:9]1[C:10]([CH:22]2[CH2:26][CH2:25][CH2:24][CH2:23]2)=[CH:11][C:12]([C:18]([F:21])([F:19])[F:20])=[C:13]([CH:14]=1)[NH2:15])[C:2]1[CH:3]=[CH:4][CH:5]=[CH:6][CH:7]=1. The yield is 0.980. (2) The reactants are [C:1]([O:5][C:6](=[O:38])[N:7]([C:16]1[S:17][C@:18]2([C:32](=[O:37])N(OC)C)[C@H:20]([C@:21]([C:24]3[CH:29]=[CH:28][CH:27]=[C:26]([F:30])[C:25]=3[F:31])([CH3:23])[N:22]=1)[CH2:19]2)[CH2:8][O:9][CH2:10][CH2:11][Si:12]([CH3:15])([CH3:14])[CH3:13])([CH3:4])([CH3:3])[CH3:2].[CH3:39][Mg]Br. The catalyst is C1COCC1. The product is [C:1]([O:5][C:6](=[O:38])[N:7]([C:16]1[S:17][C@:18]2([C:32](=[O:37])[CH3:39])[C@H:20]([C@:21]([C:24]3[CH:29]=[CH:28][CH:27]=[C:26]([F:30])[C:25]=3[F:31])([CH3:23])[N:22]=1)[CH2:19]2)[CH2:8][O:9][CH2:10][CH2:11][Si:12]([CH3:14])([CH3:15])[CH3:13])([CH3:2])([CH3:4])[CH3:3]. The yield is 0.970. (3) The catalyst is O1CCOCC1.O. The reactants are Cl[C:2]1[N:7]=[C:6]([NH:8][CH2:9][CH2:10][CH3:11])[N:5]=[C:4]([NH:12][CH2:13][CH2:14][CH3:15])[N:3]=1.Cl.Cl.[CH3:18][NH:19][NH:20][CH3:21].[OH-].[Na+]. The yield is 0.420. The product is [CH2:13]([NH:12][C:4]1[N:5]=[C:6]([NH:8][CH2:9][CH2:10][CH3:11])[N:7]=[C:2]([N:19]([CH3:18])[NH:20][CH3:21])[N:3]=1)[CH2:14][CH3:15].